Dataset: Forward reaction prediction with 1.9M reactions from USPTO patents (1976-2016). Task: Predict the product of the given reaction. (1) Given the reactants [F:1][C:2]1[CH:7]=[CH:6][C:5]([C@H:8]([O:17][CH3:18])[CH2:9][C@H:10]([CH2:14][CH:15]=[CH2:16])[C:11]([OH:13])=[O:12])=[CH:4][C:3]=1[CH3:19].OS(O)(=O)=O.[CH3:25]O, predict the reaction product. The product is: [F:1][C:2]1[CH:7]=[CH:6][C:5]([C@H:8]([O:17][CH3:18])[CH2:9][C@H:10]([CH2:14][CH:15]=[CH2:16])[C:11]([O:13][CH3:25])=[O:12])=[CH:4][C:3]=1[CH3:19]. (2) Given the reactants [F:1][C:2]([F:18])([F:17])[CH:3]1[CH2:8][CH:7]([NH:9]C(=O)OC(C)(C)C)[CH2:6][CH2:5][NH:4]1.[ClH:19], predict the reaction product. The product is: [ClH:19].[F:18][C:2]([F:1])([F:17])[CH:3]1[CH2:8][CH:7]([NH2:9])[CH2:6][CH2:5][NH:4]1. (3) The product is: [Cl:8][C:5]1[CH:6]=[CH:7][C:2]([C:25]2[CH:26]=[CH:27][C:22]([CH2:21][OH:20])=[CH:23][CH:24]=2)=[C:3]([N+:9]([O-:11])=[O:10])[CH:4]=1. Given the reactants Br[C:2]1[CH:7]=[CH:6][C:5]([Cl:8])=[CH:4][C:3]=1[N+:9]([O-:11])=[O:10].[O-]P([O-])([O-])=O.[K+].[K+].[K+].[OH:20][CH2:21][C:22]1[CH:27]=[CH:26][C:25](B(O)O)=[CH:24][CH:23]=1.O, predict the reaction product. (4) Given the reactants C(OC([NH:8][C:9](=[NH:40])[C:10]1[S:14][C:13]([S:15][CH3:16])=[C:12]([S:17]([C:20]2[CH:21]=[C:22]([C:26]3[C:31]([CH3:32])=[CH:30][CH:29]=[CH:28][C:27]=3[CH2:33][O:34][CH2:35][CH2:36]C(O)=O)[CH:23]=[CH:24][CH:25]=2)(=[O:19])=[O:18])[CH:11]=1)=O)(C)(C)C.[C:41]([OH:47])(C(F)(F)F)=[O:42].C(Cl)Cl, predict the reaction product. The product is: [C:9]([C:10]1[S:14][C:13]([S:15][CH3:16])=[C:12]([S:17]([C:20]2[CH:21]=[C:22]([C:26]3[C:31]([CH3:32])=[CH:30][CH:29]=[CH:28][C:27]=3[CH2:33][O:34][CH:35]([CH3:36])[C:41]([OH:47])=[O:42])[CH:23]=[CH:24][CH:25]=2)(=[O:18])=[O:19])[CH:11]=1)(=[NH:40])[NH2:8]. (5) The product is: [O:1]1[C:6]2[CH:7]=[CH:8][CH:9]=[C:10]([CH:11]=[O:12])[C:5]=2[O:4][CH2:3][CH2:2]1. Given the reactants [O:1]1[C:6]2[CH:7]=[CH:8][CH:9]=[C:10]([CH2:11][OH:12])[C:5]=2[O:4][CH2:3][CH2:2]1, predict the reaction product. (6) Given the reactants [CH3:1][O:2][C:3]1[CH:47]=[CH:46][CH:45]=[CH:44][C:4]=1[CH2:5][O:6][CH2:7][CH2:8][CH2:9][O:10][C:11]1[CH:16]=[CH:15][C:14]([CH:17]2[CH2:22][CH2:21][N:20]([C:23]([O:25][C:26]([CH3:29])([CH3:28])[CH3:27])=[O:24])[CH2:19][CH:18]2[O:30][CH2:31][CH2:32]OS(C2C=CC(C)=CC=2)(=O)=O)=[CH:13][CH:12]=1.[OH:48][CH2:49][C:50]1[CH:55]=[CH:54][CH:53]=[CH:52][C:51]=1[OH:56], predict the reaction product. The product is: [OH:48][CH2:49][C:50]1[CH:55]=[CH:54][CH:53]=[CH:52][C:51]=1[O:56][CH2:32][CH2:31][O:30][CH:18]1[CH:17]([C:14]2[CH:13]=[CH:12][C:11]([O:10][CH2:9][CH2:8][CH2:7][O:6][CH2:5][C:4]3[CH:44]=[CH:45][CH:46]=[CH:47][C:3]=3[O:2][CH3:1])=[CH:16][CH:15]=2)[CH2:22][CH2:21][N:20]([C:23]([O:25][C:26]([CH3:27])([CH3:29])[CH3:28])=[O:24])[CH2:19]1.